From a dataset of Peptide-MHC class I binding affinity with 185,985 pairs from IEDB/IMGT. Regression. Given a peptide amino acid sequence and an MHC pseudo amino acid sequence, predict their binding affinity value. This is MHC class I binding data. (1) The peptide sequence is YTYLSRRL. The MHC is H-2-Kb with pseudo-sequence H-2-Kb. The binding affinity (normalized) is 0.773. (2) The peptide sequence is LMGHFSWWTA. The MHC is Mamu-B01 with pseudo-sequence Mamu-B01. The binding affinity (normalized) is 0.